From a dataset of Catalyst prediction with 721,799 reactions and 888 catalyst types from USPTO. Predict which catalyst facilitates the given reaction. (1) Reactant: [CH3:1][O:2][C:3]([C:5]1[C:13]2[N:12]([CH:14]3[CH2:16][CH2:15]3)[C:11]([C@@H:17]([NH:19][C:20]3[N:28]=[CH:27][N:26]=[C:25]4[C:21]=3[N:22]=[CH:23][N:24]4C3CCCCO3)[CH3:18])=[N:10][C:9]=2[CH:8]=[CH:7][C:6]=1[F:35])=[O:4]. Product: [CH:14]1([N:12]2[C:13]3[C:5]([C:3]([O:2][CH3:1])=[O:4])=[C:6]([F:35])[CH:7]=[CH:8][C:9]=3[N:10]=[C:11]2[C@@H:17]([NH:19][C:20]2[N:28]=[CH:27][N:26]=[C:25]3[C:21]=2[N:22]=[CH:23][NH:24]3)[CH3:18])[CH2:16][CH2:15]1. The catalyst class is: 2. (2) Reactant: [NH:1]1[C:9]2[C:4](=[CH:5][CH:6]=[CH:7][CH:8]=2)[CH2:3][C:2]1=[O:10].[CH3:11][C:12]1[CH:13]=[C:14]([C:19]([OH:21])=[O:20])[NH:15][C:16]=1[CH:17]=O. Product: [CH3:11][C:12]1[CH:13]=[C:14]([C:19]([OH:21])=[O:20])[NH:15][C:16]=1[CH:17]=[C:3]1[C:4]2[C:9](=[CH:8][CH:7]=[CH:6][CH:5]=2)[NH:1][C:2]1=[O:10]. The catalyst class is: 495. (3) Reactant: [Na+].[C:2]([C:5]1[CH:10]=[CH:9][C:8]([NH:11][C:12](=[O:23])[CH:13]([C:17]2[CH:22]=[CH:21][CH:20]=[CH:19][CH:18]=2)[C:14]([O-:16])=O)=[CH:7][CH:6]=1)(=[NH:4])[NH2:3].[B-](F)(F)(F)F.CCOC(C(C#N)=NOC(N(C)C)=[N+](C)C)=O.[N+:46]([C:49]1[CH:54]=[CH:53][C:52]([C@@H:55]([NH2:57])[CH3:56])=[CH:51][CH:50]=1)([O-:48])=[O:47]. Product: [C:2]([C:5]1[CH:6]=[CH:7][C:8]([NH:11][C:12](=[O:23])[CH:13]([C:17]2[CH:22]=[CH:21][CH:20]=[CH:19][CH:18]=2)[C:14]([NH:57][CH:55]([C:52]2[CH:51]=[CH:50][C:49]([N+:46]([O-:48])=[O:47])=[CH:54][CH:53]=2)[CH3:56])=[O:16])=[CH:9][CH:10]=1)(=[NH:4])[NH2:3]. The catalyst class is: 3.